Task: Regression. Given two drug SMILES strings and cell line genomic features, predict the synergy score measuring deviation from expected non-interaction effect.. Dataset: NCI-60 drug combinations with 297,098 pairs across 59 cell lines (1) Drug 1: CC(CN1CC(=O)NC(=O)C1)N2CC(=O)NC(=O)C2. Drug 2: COC1=C2C(=CC3=C1OC=C3)C=CC(=O)O2. Cell line: MOLT-4. Synergy scores: CSS=54.8, Synergy_ZIP=7.07, Synergy_Bliss=7.54, Synergy_Loewe=0.902, Synergy_HSA=6.61. (2) Drug 1: CC(C1=C(C=CC(=C1Cl)F)Cl)OC2=C(N=CC(=C2)C3=CN(N=C3)C4CCNCC4)N. Drug 2: C1CCC(CC1)NC(=O)N(CCCl)N=O. Cell line: SK-OV-3. Synergy scores: CSS=16.0, Synergy_ZIP=-2.53, Synergy_Bliss=-0.578, Synergy_Loewe=-2.09, Synergy_HSA=-0.475. (3) Drug 1: CCN(CC)CCCC(C)NC1=C2C=C(C=CC2=NC3=C1C=CC(=C3)Cl)OC. Drug 2: CCC1(C2=C(COC1=O)C(=O)N3CC4=CC5=C(C=CC(=C5CN(C)C)O)N=C4C3=C2)O.Cl. Cell line: MOLT-4. Synergy scores: CSS=66.8, Synergy_ZIP=-2.07, Synergy_Bliss=-3.61, Synergy_Loewe=-12.5, Synergy_HSA=0.0720. (4) Drug 1: C1=C(C(=O)NC(=O)N1)F. Drug 2: CCC1(C2=C(COC1=O)C(=O)N3CC4=CC5=C(C=CC(=C5CN(C)C)O)N=C4C3=C2)O.Cl. Cell line: SR. Synergy scores: CSS=72.6, Synergy_ZIP=-5.52, Synergy_Bliss=-7.50, Synergy_Loewe=-5.56, Synergy_HSA=-3.30. (5) Drug 1: C1CCC(CC1)NC(=O)N(CCCl)N=O. Drug 2: CCC1(CC2CC(C3=C(CCN(C2)C1)C4=CC=CC=C4N3)(C5=C(C=C6C(=C5)C78CCN9C7C(C=CC9)(C(C(C8N6C=O)(C(=O)OC)O)OC(=O)C)CC)OC)C(=O)OC)O.OS(=O)(=O)O. Cell line: A498. Synergy scores: CSS=6.76, Synergy_ZIP=0.872, Synergy_Bliss=7.31, Synergy_Loewe=0.333, Synergy_HSA=2.98. (6) Drug 1: C1CC(=O)NC(=O)C1N2CC3=C(C2=O)C=CC=C3N. Drug 2: C1=NC2=C(N1)C(=S)N=C(N2)N. Synergy scores: CSS=41.9, Synergy_ZIP=0.552, Synergy_Bliss=0.781, Synergy_Loewe=-8.82, Synergy_HSA=2.31. Cell line: NCI-H460.